Regression. Given a peptide amino acid sequence and an MHC pseudo amino acid sequence, predict their binding affinity value. This is MHC class I binding data. From a dataset of Peptide-MHC class I binding affinity with 185,985 pairs from IEDB/IMGT. The binding affinity (normalized) is 0.0391. The MHC is HLA-A68:01 with pseudo-sequence HLA-A68:01. The peptide sequence is LCCSLDHSK.